Dataset: Forward reaction prediction with 1.9M reactions from USPTO patents (1976-2016). Task: Predict the product of the given reaction. (1) Given the reactants P(Cl)(Cl)([Cl:3])=O.[NH:6]1[C:16]2[C:11](=[CH:12][C:13]([S:17]([OH:20])(=O)=[O:18])=[CH:14][CH:15]=2)[C:9](=[O:10])[C:7]1=[O:8].[Na], predict the reaction product. The product is: [O:8]=[C:7]1[C:9](=[O:10])[C:11]2[C:16](=[CH:15][CH:14]=[C:13]([S:17]([Cl:3])(=[O:20])=[O:18])[CH:12]=2)[NH:6]1. (2) The product is: [ClH:1].[ClH:1].[CH3:9][NH:10][C@H:11]1[CH2:15][CH2:14][C@@H:13]([N:16]2[CH2:21][CH2:20][CH:19]([CH3:22])[CH2:18][CH2:17]2)[CH2:12]1. Given the reactants [ClH:1].C(OC([CH2:9][NH:10][C@H:11]1[CH2:15][CH2:14][C@@H:13]([N:16]2[CH2:21][CH2:20][CH:19]([CH3:22])[CH2:18][CH2:17]2)[CH2:12]1)=O)(C)(C)C, predict the reaction product. (3) Given the reactants [Cl:1][C:2]1[CH:3]=[CH:4][C:5]([NH:8][C:9]([C:11]2[CH:16]=[CH:15][CH:14]=[CH:13][C:12]=2C(N)=O)=[O:10])=[N:6][CH:7]=1.[CH3:20][N:21]1[CH2:25][CH2:24][N:23]=[C:22]1SC.CC[N:30]([CH2:33][CH3:34])CC, predict the reaction product. The product is: [Cl:1][C:2]1[CH:3]=[CH:4][C:5]([NH:8][C:9]([C:11]2[CH:16]=[CH:15][CH:14]=[CH:13][C:12]=2[NH:8][C:9]([C:11]2[CH:16]=[CH:15][C:34]([CH2:33][NH:30][C:22]3[N:21]([CH3:20])[CH2:25][CH2:24][N:23]=3)=[CH:13][CH:12]=2)=[O:10])=[O:10])=[N:6][CH:7]=1. (4) Given the reactants [CH3:1][NH:2][C@@H:3]([C:8]([OH:10])=[O:9])[CH2:4][C:5]([OH:7])=[O:6].CC1[O:17][NH:16]C(=O)C=1C[CH:19]([NH2:23])[C:20]([OH:22])=[O:21].[CH2:24]([CH2:29][NH2:30])[CH2:25][C:26](O)=O.O=[C:41]([O-:42])[C@@H:39]([C@H:39]([C@@H:41]([C@@H:39]([CH2:41][OH:42])[OH:40])[OH:42])[OH:40])[OH:40].[K+].[Cl-].[K+].[Na+].[Cl-].C1N(CCO)CC[N:51]([CH2:58][CH2:59]S(O)(=O)=O)C1.C([N:81]([CH2:86]C(O)=O)CC(O)=O)COCCOCCN(CC(O)=O)CC(O)=O.[O:90]=C[C@@H]([C@H]([C@@H]([C@@H](CO)O)O)O)O, predict the reaction product. The product is: [CH3:1][NH:2][C@@H:3]([C:8]([OH:10])=[O:9])[CH2:4][C:5]([OH:7])=[O:6].[CH:24]1[C:29]2[C:58](=[N:51][C:39]([C:41]([N:30]=2)=[O:42])=[O:40])[CH:59]=[C:26]([N+:16]([O-:17])=[O:90])[C:25]=1[C:86]#[N:81].[NH2:23][CH2:19][C:20]([OH:22])=[O:21].